This data is from Full USPTO retrosynthesis dataset with 1.9M reactions from patents (1976-2016). The task is: Predict the reactants needed to synthesize the given product. (1) Given the product [OH:50][CH:51]1[CH2:52][CH2:53][N:54]([C:57]2[N:62]=[CH:61][C:60]([NH:63][C:65]3[N:81]=[C:68]4[CH:69]=[CH:70][CH:71]=[C:72]([CH2:73][N:74]5[CH2:79][CH2:78][NH:77][C:76](=[O:80])[CH2:75]5)[N:67]4[N:66]=3)=[CH:59][CH:58]=2)[CH2:55][CH2:56]1, predict the reactants needed to synthesize it. The reactants are: C1(P(C2C=CC=CC=2)C2C3OC4C(=CC=CC=4P(C4C=CC=CC=4)C4C=CC=CC=4)C(C)(C)C=3C=CC=2)C=CC=CC=1.[Si]([O:50][CH:51]1[CH2:56][CH2:55][N:54]([C:57]2[N:62]=[CH:61][C:60]([NH2:63])=[CH:59][CH:58]=2)[CH2:53][CH2:52]1)(C(C)(C)C)(C)C.Br[C:65]1[N:81]=[C:68]2[CH:69]=[CH:70][CH:71]=[C:72]([CH2:73][N:74]3[CH2:79][CH2:78][NH:77][C:76](=[O:80])[CH2:75]3)[N:67]2[N:66]=1.C(=O)([O-])[O-].[Cs+].[Cs+].Cl.O. (2) Given the product [O:32]1[C:29]2[CH:30]=[CH:31][C:26]([C:2]3[CH:3]=[C:4]([NH:18][C:19]4[CH:20]=[N:21][CH:22]=[CH:23][CH:24]=4)[CH:5]=[C:6]([O:8][CH2:9][C:10]4[CH:15]=[CH:14][C:13]([O:16][CH3:17])=[CH:12][CH:11]=4)[CH:7]=3)=[CH:27][C:28]=2[O:34][CH2:33]1, predict the reactants needed to synthesize it. The reactants are: Br[C:2]1[CH:3]=[C:4]([NH:18][C:19]2[CH:20]=[N:21][CH:22]=[CH:23][CH:24]=2)[CH:5]=[C:6]([O:8][CH2:9][C:10]2[CH:15]=[CH:14][C:13]([O:16][CH3:17])=[CH:12][CH:11]=2)[CH:7]=1.B(O)(O)[C:26]1[CH:31]=[CH:30][C:29]2[O:32][CH2:33][O:34][C:28]=2[CH:27]=1.C(P(C(C)(C)C)C1C=CC=CC=1C1C=CC=CC=1)(C)(C)C.C(=O)([O-])[O-].[Cs+].[Cs+]. (3) Given the product [C:1]1([O:7][C:8]([N:16]2[CH:17]([CH2:21][CH2:22][CH2:23][CH2:24][CH3:25])[CH:18]=[CH:19][C:14]([C:13]([O:12][CH3:11])=[O:20])=[CH:15]2)=[O:9])[CH:6]=[CH:5][CH:4]=[CH:3][CH:2]=1, predict the reactants needed to synthesize it. The reactants are: [C:1]1([O:7][C:8](Cl)=[O:9])[CH:6]=[CH:5][CH:4]=[CH:3][CH:2]=1.[CH3:11][O:12][C:13](=[O:20])[C:14]1[CH:19]=[CH:18][CH:17]=[N:16][CH:15]=1.[CH2:21]([Mg]Br)[CH2:22][CH2:23][CH2:24][CH3:25].